This data is from Reaction yield outcomes from USPTO patents with 853,638 reactions. The task is: Predict the reaction yield, written as a fraction of the theoretical maximum amount of product (1.0 means a 100% yield; for example, 0.34 means a 34% yield). (1) The reactants are [CH2:1]([O:3][C:4](=[O:21])[CH2:5][CH:6]1[CH2:13][CH:12]2[CH:8]([CH2:9][C:10]3(OCC(C)(C)C[O:14]3)[CH2:11]2)[CH2:7]1)[CH3:2].O.C1(C)C=CC(S(O)(=O)=O)=CC=1.CCOC(C)=O. The catalyst is CC(C)=O.O. The product is [CH2:1]([O:3][C:4](=[O:21])[CH2:5][CH:6]1[CH2:13][CH:12]2[CH:8]([CH2:9][C:10](=[O:14])[CH2:11]2)[CH2:7]1)[CH3:2]. The yield is 0.134. (2) The reactants are Cl.[Cl:2][C:3]1[CH:8]=[CH:7][C:6]([C:9]2([NH2:12])[CH2:11][CH2:10]2)=[CH:5][CH:4]=1.CN(C(ON1N=NC2C=CC=NC1=2)=[N+](C)C)C.F[P-](F)(F)(F)(F)F.CCN(C(C)C)C(C)C.[F:46][C:47]1[CH:52]=[CH:51][C:50]([C:53]2[O:54][C:55]3[CH:65]=[CH:64][C:63]([C:66]4[CH:67]=[C:68]([CH:72]=[CH:73][CH:74]=4)[C:69](O)=[O:70])=[CH:62][C:56]=3[C:57]=2[C:58](=[O:61])[NH:59][CH3:60])=[CH:49][CH:48]=1. The catalyst is CN(C=O)C.CCOC(C)=O. The product is [Cl:2][C:3]1[CH:4]=[CH:5][C:6]([C:9]2([NH:12][C:69]([C:68]3[CH:67]=[C:66]([C:63]4[CH:64]=[CH:65][C:55]5[O:54][C:53]([C:50]6[CH:51]=[CH:52][C:47]([F:46])=[CH:48][CH:49]=6)=[C:57]([C:58]([NH:59][CH3:60])=[O:61])[C:56]=5[CH:62]=4)[CH:74]=[CH:73][CH:72]=3)=[O:70])[CH2:10][CH2:11]2)=[CH:7][CH:8]=1. The yield is 0.140. (3) The reactants are Cl[C:2]([O:4][CH3:5])=[O:3].[NH2:6][CH:7]([CH2:11][CH2:12][S:13]([CH3:16])(=[O:15])=[O:14])[C:8]([OH:10])=[O:9].[OH-].[Na+].O. The catalyst is C1COCC1. The product is [CH3:16][S:13]([CH2:12][CH2:11][CH:7]([NH:6][C:2]([O:4][CH3:5])=[O:3])[C:8]([OH:10])=[O:9])(=[O:14])=[O:15]. The yield is 0.150.